This data is from Reaction yield outcomes from USPTO patents with 853,638 reactions. The task is: Predict the reaction yield, written as a fraction of the theoretical maximum amount of product (1.0 means a 100% yield; for example, 0.34 means a 34% yield). (1) The reactants are [CH:1]([C:4]1[C:5]([O:17]COC)=[CH:6][C:7]([O:13]COC)=[C:8]([CH:12]=1)[C:9](O)=O)([CH3:3])[CH3:2].COC1C=CC([NH:29][NH:30][C:31](N)=[S:32])=CC=1.O.O[N:36]1[C:40]2[CH:41]=[CH:42][CH:43]=[CH:44][C:39]=2N=N1.CN(C)CCCN=C=NCC.[Cl-].[Na+].CN(C)[CH:60]=[O:61]. No catalyst specified. The product is [OH:13][C:7]1[CH:6]=[C:5]([OH:17])[C:4]([CH:1]([CH3:2])[CH3:3])=[CH:12][C:8]=1[C:9]1[N:36]([C:40]2[CH:39]=[CH:44][C:43]([O:61][CH3:60])=[CH:42][CH:41]=2)[C:31](=[S:32])[NH:30][N:29]=1. The yield is 0.838. (2) The reactants are [C:1]([C:3]1[CH:4]=[C:5]([C:13]2[S:14][C:15]([C:18]3[CH:26]=[CH:25][CH:24]=[C:23]4[C:19]=3[CH2:20][CH2:21][C@H:22]4[NH:27][S:28]([CH2:31][C:32]([OH:34])=O)(=[O:30])=[O:29])=[CH:16][N:17]=2)[CH:6]=[CH:7][C:8]=1[O:9][CH:10]([CH3:12])[CH3:11])#[N:2].CN(C(ON1N=NC2C=CC=NC1=2)=[N+](C)C)C.F[P-](F)(F)(F)(F)F.CCN(C(C)C)C(C)C.[NH:68]1[CH2:73][CH2:72][O:71][CH2:70][CH2:69]1. The catalyst is C(Cl)Cl. The product is [C:1]([C:3]1[CH:4]=[C:5]([C:13]2[S:14][C:15]([C:18]3[CH:26]=[CH:25][CH:24]=[C:23]4[C:19]=3[CH2:20][CH2:21][C@H:22]4[NH:27][S:28]([CH2:31][C:32]([N:68]3[CH2:73][CH2:72][O:71][CH2:70][CH2:69]3)=[O:34])(=[O:29])=[O:30])=[CH:16][N:17]=2)[CH:6]=[CH:7][C:8]=1[O:9][CH:10]([CH3:12])[CH3:11])#[N:2]. The yield is 0.470.